This data is from Reaction yield outcomes from USPTO patents with 853,638 reactions. The task is: Predict the reaction yield, written as a fraction of the theoretical maximum amount of product (1.0 means a 100% yield; for example, 0.34 means a 34% yield). The reactants are [NH2:1][C:2]1[S:6][C:5]2[CH2:7][CH2:8][CH2:9][CH2:10][C:4]=2[C:3]=1[C:11]([NH2:13])=[O:12].O1CCOCC1.[C:20]1(=[O:26])[O:25][C:23](=[O:24])[CH2:22][CH2:21]1. The catalyst is O. The product is [C:11]([C:3]1[C:4]2[CH2:10][CH2:9][CH2:8][CH2:7][C:5]=2[S:6][C:2]=1[NH:1][C:20](=[O:26])[CH2:21][CH2:22][C:23]([OH:25])=[O:24])(=[O:12])[NH2:13]. The yield is 0.700.